From a dataset of Full USPTO retrosynthesis dataset with 1.9M reactions from patents (1976-2016). Predict the reactants needed to synthesize the given product. (1) Given the product [F:1][C:2]1[CH:7]=[C:6]([C:8]([F:11])([F:9])[F:10])[CH:5]=[CH:4][C:3]=1[CH:12]1[CH2:17][N:16]([C:30]([O:32][C:33]2[CH:34]=[CH:35][C:36]([N+:39]([O-:41])=[O:40])=[CH:37][CH:38]=2)=[O:31])[CH2:15][CH:14]([C:18]([O:20][CH3:21])=[O:19])[CH2:13]1, predict the reactants needed to synthesize it. The reactants are: [F:1][C:2]1[CH:7]=[C:6]([C:8]([F:11])([F:10])[F:9])[CH:5]=[CH:4][C:3]=1[CH:12]1[CH2:17][NH:16][CH2:15][CH:14]([C:18]([O:20][CH3:21])=[O:19])[CH2:13]1.C(N(CC)CC)C.Cl[C:30]([O:32][C:33]1[CH:38]=[CH:37][C:36]([N+:39]([O-:41])=[O:40])=[CH:35][CH:34]=1)=[O:31]. (2) Given the product [C:10]([O:14][C:15]([N:17]1[CH2:22][CH2:21][N:20]([C:2]2[CH:7]=[C:6]([Cl:8])[N:5]=[C:4]([CH3:9])[N:3]=2)[CH2:19][CH2:18]1)=[O:16])([CH3:13])([CH3:11])[CH3:12], predict the reactants needed to synthesize it. The reactants are: Cl[C:2]1[CH:7]=[C:6]([Cl:8])[N:5]=[C:4]([CH3:9])[N:3]=1.[C:10]([O:14][C:15]([N:17]1[CH2:22][CH2:21][NH:20][CH2:19][CH2:18]1)=[O:16])([CH3:13])([CH3:12])[CH3:11]. (3) Given the product [ClH:50].[C:9]([C:8]([C:5]1[N:6]=[CH:7][C:2]([NH:1][C:34](=[O:35])[CH2:33][C:30]2[CH:31]=[CH:32][C:27]([C:22]3[CH:21]=[C:20]([O:19][CH2:17][CH3:18])[C:25](=[O:26])[NH:24][CH:23]=3)=[CH:28][C:29]=2[F:37])=[CH:3][C:4]=1[C:13]([F:16])([F:14])[F:15])([CH3:12])[CH3:11])#[N:10], predict the reactants needed to synthesize it. The reactants are: [NH2:1][C:2]1[CH:3]=[C:4]([C:13]([F:16])([F:15])[F:14])[C:5]([C:8]([CH3:12])([CH3:11])[C:9]#[N:10])=[N:6][CH:7]=1.[CH2:17]([O:19][C:20]1[C:25](=[O:26])[NH:24][CH:23]=[C:22]([C:27]2[CH:32]=[CH:31][C:30]([CH2:33][C:34](O)=[O:35])=[C:29]([F:37])[CH:28]=2)[CH:21]=1)[CH3:18].C1C=CC2N(O)N=NC=2C=1.C(Cl)C[Cl:50].CCN(CC)CC. (4) Given the product [C:10]([C:9]1[CH:12]=[CH:13][CH:14]=[CH:15][C:8]=1[CH:5]1[CH2:6][CH2:7][CH:2]([N:44]2[CH2:45][CH:46]([NH:48][C:49](=[O:66])[CH2:50][NH:51][C:52]3[C:61]4[C:56](=[CH:57][CH:58]=[C:59]([C:62]([F:63])([F:65])[F:64])[CH:60]=4)[N:55]=[CH:54][N:53]=3)[CH2:47]2)[CH2:3][CH2:4]1)#[N:11], predict the reactants needed to synthesize it. The reactants are: O=[C:2]1[CH2:7][CH2:6][CH:5]([C:8]2[CH:15]=[CH:14][CH:13]=[CH:12][C:9]=2[C:10]#[N:11])[CH2:4][CH2:3]1.BrC1C=CC=CC=1C#N.CC1(C)C(C)(C)OB(C2CCC3(OCCO3)CC=2)O1.[NH:44]1[CH2:47][CH:46]([NH:48][C:49](=[O:66])[CH2:50][NH:51][C:52]2[C:61]3[C:56](=[CH:57][CH:58]=[C:59]([C:62]([F:65])([F:64])[F:63])[CH:60]=3)[N:55]=[CH:54][N:53]=2)[CH2:45]1.[BH-](OC(C)=O)(OC(C)=O)OC(C)=O.[Na+]. (5) Given the product [F:17][C:14]1[CH:15]=[CH:16][C:11]([C:8]2[CH:9]=[N:10][C:5]3[N:6]([CH:19]=[C:3]([CH2:2][O:27][C:25]4[CH:24]=[CH:23][CH:22]=[CH:21][N:26]=4)[N:4]=3)[N:7]=2)=[C:12]([CH3:18])[CH:13]=1, predict the reactants needed to synthesize it. The reactants are: Cl[CH2:2][C:3]1[N:4]=[C:5]2[N:10]=[CH:9][C:8]([C:11]3[CH:16]=[CH:15][C:14]([F:17])=[CH:13][C:12]=3[CH3:18])=[N:7][N:6]2[CH:19]=1.F[C:21]1[N:26]=[C:25]([OH:27])[CH:24]=[CH:23][CH:22]=1.